Dataset: Reaction yield outcomes from USPTO patents with 853,638 reactions. Task: Predict the reaction yield, written as a fraction of the theoretical maximum amount of product (1.0 means a 100% yield; for example, 0.34 means a 34% yield). (1) The yield is 0.550. The reactants are [Cl:1][C:2]1[CH:21]=[CH:20][C:5]([NH:6][C:7]2[C:16]3[C:11](=[CH:12][C:13]([OH:19])=[C:14]([O:17][CH3:18])[CH:15]=3)[N:10]=[CH:9][N:8]=2)=[C:4]([F:22])[CH:3]=1.Br[CH2:24][CH2:25][CH2:26][Cl:27].C(=O)([O-])[O-].[K+].[K+]. The catalyst is CN(C=O)C.O. The product is [Cl:1][C:2]1[CH:21]=[CH:20][C:5]([NH:6][C:7]2[C:16]3[C:11](=[CH:12][C:13]([O:19][CH2:24][CH2:25][CH2:26][Cl:27])=[C:14]([O:17][CH3:18])[CH:15]=3)[N:10]=[CH:9][N:8]=2)=[C:4]([F:22])[CH:3]=1. (2) The reactants are [CH2:1]([N:8]1[CH2:13][CH2:12][C:11]([CH2:15][NH:16][C:17]([C:19]2[NH:20][C:21]3[C:26]([CH:27]=2)=[CH:25][CH:24]=[CH:23][C:22]=3[N:28]([CH3:37])[S:29]([C:32]2[S:33][CH:34]=[CH:35][CH:36]=2)(=[O:31])=[O:30])=O)(O)[CH2:10][CH2:9]1)[C:2]1[CH:7]=[CH:6][CH:5]=[CH:4][CH:3]=1.C1(C)C=CC=CC=1.COC1C=CC(P2(SP(C3C=CC(OC)=CC=3)(=S)S2)=[S:54])=CC=1. The catalyst is O1CCCC1. The product is [CH2:1]([N:8]1[CH2:13][CH2:12][C:11]2([S:54][C:17]([C:19]3[NH:20][C:21]4[C:26]([CH:27]=3)=[CH:25][CH:24]=[CH:23][C:22]=4[N:28]([CH3:37])[S:29]([C:32]3[S:33][CH:34]=[CH:35][CH:36]=3)(=[O:31])=[O:30])=[N:16][CH2:15]2)[CH2:10][CH2:9]1)[C:2]1[CH:7]=[CH:6][CH:5]=[CH:4][CH:3]=1. The yield is 0.0500. (3) The reactants are [Br:1][C:2]1[N:3]([C:8]2[C:17]3[C:12](=[CH:13][CH:14]=[CH:15][CH:16]=3)[C:11]([CH:18]3[CH2:20][CH2:19]3)=[CH:10][CH:9]=2)[C:4]([SH:7])=[N:5][N:6]=1.Br[C:22]([CH3:31])([CH3:30])[C:23]([O:25][C:26]([CH3:29])([CH3:28])[CH3:27])=[O:24].C(N(C(C)C)CC)(C)C. The catalyst is CN(C=O)C. The product is [Br:1][C:2]1[N:3]([C:8]2[C:17]3[C:12](=[CH:13][CH:14]=[CH:15][CH:16]=3)[C:11]([CH:18]3[CH2:20][CH2:19]3)=[CH:10][CH:9]=2)[C:4]([S:7][C:22]([CH3:31])([CH3:30])[C:23]([O:25][C:26]([CH3:29])([CH3:28])[CH3:27])=[O:24])=[N:5][N:6]=1. The yield is 0.750. (4) The reactants are [I:1]I.[I-].[K+].[Cl:5][C:6]1[CH:7]=[C:8]([CH:10]=[CH:11][C:12]=1[CH3:13])[NH2:9].C(=O)(O)[O-].[Na+]. The catalyst is O. The product is [Cl:5][C:6]1[C:12]([CH3:13])=[CH:11][C:10]([I:1])=[C:8]([CH:7]=1)[NH2:9]. The yield is 0.240. (5) The reactants are Br[C:2]1[NH:3][C:4]2[CH:5]=[CH:6][CH:7]=[C:8]3[C:14](=[O:15])[NH:13][CH2:12][CH2:11][C:10]=1[C:9]=23.C([Sn](CCCC)(CCCC)[C:21]#[C:22][C:23]1[CH:28]=[CH:27][CH:26]=[CH:25][CH:24]=1)CCC.C(C1C=C(C)C=C(C(C)(C)C)C=1O)(C)(C)C. The catalyst is CN(C=O)C.O.[Pd].C1(P(C2C=CC=CC=2)C2C=CC=CC=2)C=CC=CC=1.C1(P(C2C=CC=CC=2)C2C=CC=CC=2)C=CC=CC=1.C1(P(C2C=CC=CC=2)C2C=CC=CC=2)C=CC=CC=1.C1(P(C2C=CC=CC=2)C2C=CC=CC=2)C=CC=CC=1. The product is [C:23]1([C:22]#[C:21][C:2]2[NH:3][C:4]3[CH:5]=[CH:6][CH:7]=[C:8]4[C:14](=[O:15])[NH:13][CH2:12][CH2:11][C:10]=2[C:9]=34)[CH:28]=[CH:27][CH:26]=[CH:25][CH:24]=1. The yield is 0.550.